Dataset: Catalyst prediction with 721,799 reactions and 888 catalyst types from USPTO. Task: Predict which catalyst facilitates the given reaction. (1) Reactant: [NH2:1][C:2]1[CH:7]=[CH:6][C:5]([Cl:8])=[CH:4][C:3]=1[C:9]1[CH:17]=[C:16]2[N:12]([C@H:13]([C:18]([O:20]CC)=[O:19])[CH2:14][CH2:15]2)[C:11](=[O:23])[CH:10]=1.[OH-].[Na+]. Product: [NH2:1][C:2]1[CH:7]=[CH:6][C:5]([Cl:8])=[CH:4][C:3]=1[C:9]1[CH:17]=[C:16]2[N:12]([C@H:13]([C:18]([OH:20])=[O:19])[CH2:14][CH2:15]2)[C:11](=[O:23])[CH:10]=1. The catalyst class is: 5. (2) Reactant: [CH3:1][O:2][C:3]1[CH:8]=[CH:7][C:6]([NH:9][S:10]([CH2:13][CH2:14][NH:15]C(=O)OCC2C=CC=CC=2)(=[O:12])=[O:11])=[CH:5][CH:4]=1.C1CCCCC=1. Product: [NH2:15][CH2:14][CH2:13][S:10]([NH:9][C:6]1[CH:7]=[CH:8][C:3]([O:2][CH3:1])=[CH:4][CH:5]=1)(=[O:11])=[O:12]. The catalyst class is: 421. (3) Product: [CH2:19]([NH:23][CH2:1][C:3]1[CH:17]=[CH:16][C:6]([O:7][C:8]([CH3:15])([CH3:14])[C:9]([O:11][CH2:12][CH3:13])=[O:10])=[C:5]([CH3:18])[CH:4]=1)[CH2:20][CH2:21][CH3:22]. Reactant: [CH:1]([C:3]1[CH:17]=[CH:16][C:6]([O:7][C:8]([CH3:15])([CH3:14])[C:9]([O:11][CH2:12][CH3:13])=[O:10])=[C:5]([CH3:18])[CH:4]=1)=O.[CH2:19]([NH2:23])[CH2:20][CH2:21][CH3:22].C(O[BH-](OC(=O)C)OC(=O)C)(=O)C.[Na+]. The catalyst class is: 2. (4) Reactant: [Cl-].[NH4+].O.[N+:4]([C:7]1[CH:8]=[CH:9][C:10]([N:15]2[CH2:20][CH2:19][CH2:18][CH2:17][CH2:16]2)=[C:11]([CH:14]=1)[C:12]#[N:13])([O-])=O. Product: [NH2:4][C:7]1[CH:8]=[CH:9][C:10]([N:15]2[CH2:16][CH2:17][CH2:18][CH2:19][CH2:20]2)=[C:11]([CH:14]=1)[C:12]#[N:13]. The catalyst class is: 679. (5) Reactant: [F:1][C:2]([F:29])([F:28])[C:3]1[CH:4]=[C:5]([CH:21]=[C:22]([C:24]([F:27])([F:26])[F:25])[CH:23]=1)[CH2:6][O:7][CH2:8][C:9]1([C:15]2[CH:20]=[CH:19][CH:18]=[CH:17][CH:16]=2)[CH2:13][CH2:12][CH:11]([OH:14])[CH2:10]1.[Cr](Cl)([O-])(=O)=O.[NH+]1C=CC=CC=1. Product: [F:1][C:2]([F:28])([F:29])[C:3]1[CH:4]=[C:5]([CH:21]=[C:22]([C:24]([F:27])([F:26])[F:25])[CH:23]=1)[CH2:6][O:7][CH2:8][C:9]1([C:15]2[CH:20]=[CH:19][CH:18]=[CH:17][CH:16]=2)[CH2:13][CH2:12][C:11](=[O:14])[CH2:10]1. The catalyst class is: 4. (6) Reactant: [OH-:1].[Li+].OO.[O-]O.[Li+].C([C@@H]1COC(=O)N1[C:21](=[O:40])[C@@H:22]([C:29]1[CH:34]=[CH:33][C:32]([S:35]([CH3:38])(=[O:37])=[O:36])=[C:31]([Cl:39])[CH:30]=1)[CH2:23][CH:24]1[CH2:28][CH2:27][CH2:26][CH2:25]1)C1C=CC=CC=1. Product: [Cl:39][C:31]1[CH:30]=[C:29]([C@@H:22]([CH2:23][CH:24]2[CH2:25][CH2:26][CH2:27][CH2:28]2)[C:21]([OH:40])=[O:1])[CH:34]=[CH:33][C:32]=1[S:35]([CH3:38])(=[O:36])=[O:37]. The catalyst class is: 6. (7) Reactant: Cl[C:2]1[CH:7]=[C:6]([C:8]#[N:9])[CH:5]=[C:4]([N:10]2[CH2:14][CH2:13][CH2:12][CH2:11]2)[N:3]=1.[F:15][C:16]([F:28])([F:27])[O:17][C:18]1[CH:23]=[CH:22][C:21](B(O)O)=[CH:20][CH:19]=1.C([O-])(O)=O.[Na+]. Product: [N:10]1([C:4]2[CH:5]=[C:6]([C:8]#[N:9])[CH:7]=[C:2]([C:21]3[CH:20]=[CH:19][C:18]([O:17][C:16]([F:15])([F:27])[F:28])=[CH:23][CH:22]=3)[N:3]=2)[CH2:14][CH2:13][CH2:12][CH2:11]1. The catalyst class is: 149. (8) Reactant: [CH3:1][O:2][C:3]([C:5]1[CH:16]=[CH:15][C:14]2[CH2:13][CH:12]3[CH:17]([NH2:18])[CH:9]([CH2:10][CH2:11]3)[CH2:8][C:7]=2[CH:6]=1)=[O:4].[C:19](O[C:19]([O:21][C:22]([CH3:25])([CH3:24])[CH3:23])=[O:20])([O:21][C:22]([CH3:25])([CH3:24])[CH3:23])=[O:20]. Product: [CH3:1][O:2][C:3]([C:5]1[CH:16]=[CH:15][C:14]2[CH2:13][CH:12]3[CH:17]([NH:18][C:19]([O:21][C:22]([CH3:25])([CH3:24])[CH3:23])=[O:20])[CH:9]([CH2:10][CH2:11]3)[CH2:8][C:7]=2[CH:6]=1)=[O:4]. The catalyst class is: 2. (9) Reactant: Cl[C:2]1[N:7]=[C:6]([Cl:8])[N:5]=[CH:4][N:3]=1.[C:9]([O-])([O-])=O.[K+].[K+].C[NH:16][C:17]1[CH:22]=[CH:21][CH:20]=[C:19]([Cl:23])[CH:18]=1. Product: [CH3:9][N:5]1[CH:4]=[N:3][C:2]([NH:16][C:17]2[CH:22]=[CH:21][CH:20]=[C:19]([Cl:23])[CH:18]=2)=[N:7][CH:6]1[Cl:8]. The catalyst class is: 751.